From a dataset of Forward reaction prediction with 1.9M reactions from USPTO patents (1976-2016). Predict the product of the given reaction. (1) Given the reactants [CH3:1][C:2]1[NH:3][C:4]2[C:9]([CH:10]=1)=[CH:8][CH:7]=[CH:6][CH:5]=2.C([Li])CCC.CC(C)([O-])C.[K+].[F:22][C:23]([F:37])([F:36])[C:24](=[O:35])[CH2:25][C:26]([CH3:34])([C:28]1[CH:33]=[CH:32][CH:31]=[CH:30][N:29]=1)[CH3:27], predict the reaction product. The product is: [F:37][C:23]([F:22])([F:36])[C:24]([CH2:1][C:2]1[NH:3][C:4]2[C:9]([CH:10]=1)=[CH:8][CH:7]=[CH:6][CH:5]=2)([OH:35])[CH2:25][C:26]([CH3:27])([C:28]1[CH:33]=[CH:32][CH:31]=[CH:30][N:29]=1)[CH3:34]. (2) Given the reactants [CH:1]([C:3]1[CH:4]=[C:5]2[C:10](=[CH:11][CH:12]=1)[C@H:9]([N:13]1[CH:17]=[C:16]([CH2:18][C@@H:19]([NH:23][S:24]([C:27]3[CH:32]=[CH:31][C:30]([CH3:33])=[CH:29][CH:28]=3)(=[O:26])=[O:25])[C:20]([NH2:22])=[O:21])[N:15]=[N:14]1)[CH2:8][CH2:7][CH2:6]2)=O.[NH:34]1[CH2:39][CH2:38][CH2:37][CH2:36][CH2:35]1.[BH-](OC(C)=O)(OC(C)=O)OC(C)=O.[Na+].CC(O)=O, predict the reaction product. The product is: [CH3:33][C:30]1[CH:29]=[CH:28][C:27]([S:24]([NH:23][C@H:19]([CH2:18][C:16]2[N:15]=[N:14][N:13]([C@H:9]3[C:10]4[C:5](=[CH:4][C:3]([CH2:1][N:34]5[CH2:39][CH2:38][CH2:37][CH2:36][CH2:35]5)=[CH:12][CH:11]=4)[CH2:6][CH2:7][CH2:8]3)[CH:17]=2)[C:20]([NH2:22])=[O:21])(=[O:26])=[O:25])=[CH:32][CH:31]=1. (3) Given the reactants C([O:8][C:9](=[O:62])[C@:10]([CH3:61])([CH2:53][O:54][CH:55]1[CH2:60][CH2:59][CH2:58][CH2:57][O:56]1)[CH2:11][C@H:12]([NH:26][C:27]([C:29]1[N:30]=[N:31][N:32](C(C2C=CC=CC=2)(C2C=CC=CC=2)C2C=CC=CC=2)[CH:33]=1)=[O:28])[CH2:13][C:14]1[CH:19]=[CH:18][C:17]([C:20]2[CH:25]=[CH:24][CH:23]=[CH:22][CH:21]=2)=[CH:16][CH:15]=1)C1C=CC=CC=1.CCOC(C)=O, predict the reaction product. The product is: [C:17]1([C:20]2[CH:21]=[CH:22][CH:23]=[CH:24][CH:25]=2)[CH:18]=[CH:19][C:14]([CH2:13][C@@H:12]([NH:26][C:27]([C:29]2[N:30]=[N:31][NH:32][CH:33]=2)=[O:28])[CH2:11][C@@:10]([CH3:61])([CH2:53][O:54][CH:55]2[CH2:60][CH2:59][CH2:58][CH2:57][O:56]2)[C:9]([OH:62])=[O:8])=[CH:15][CH:16]=1. (4) Given the reactants [OH:1][CH:2]1[C:7]([O:10][CH3:11])([O:8][CH3:9])[CH2:6][CH2:5][N:4]([C:12]([O:14][C:15]([CH3:18])([CH3:17])[CH3:16])=[O:13])[CH2:3]1.[CH3:19]C(C)([O-])C.[K+].CI, predict the reaction product. The product is: [CH3:19][O:1][CH:2]1[C:7]([O:8][CH3:9])([O:10][CH3:11])[CH2:6][CH2:5][N:4]([C:12]([O:14][C:15]([CH3:18])([CH3:17])[CH3:16])=[O:13])[CH2:3]1. (5) Given the reactants Cl.[Cl:2][C:3]1[CH:8]=[CH:7][C:6]([N:9]2[CH2:14][CH2:13][NH:12][CH2:11][CH2:10]2)=[CH:5][CH:4]=1.[C:15]1([C:23]2[CH:28]=[CH:27][CH:26]=[CH:25][CH:24]=2)[C:16]([CH:21]=O)=[CH:17][CH:18]=[CH:19][CH:20]=1.[BH-](OC(C)=O)(OC(C)=O)OC(C)=O.[Na+].C1(C2C=CC=CC=2)C=CC=CC=1CN1CCN(C2C=CC=CC=2)CC1, predict the reaction product. The product is: [C:15]1([C:23]2[CH:24]=[CH:25][CH:26]=[CH:27][CH:28]=2)[CH:20]=[CH:19][CH:18]=[CH:17][C:16]=1[CH2:21][N:12]1[CH2:13][CH2:14][N:9]([C:6]2[CH:5]=[CH:4][C:3]([Cl:2])=[CH:8][CH:7]=2)[CH2:10][CH2:11]1. (6) The product is: [Br-:24].[C:10]([C:9]([C:18]1[CH:19]=[CH:20][CH:21]=[CH:22][CH:23]=1)([C:12]1[CH:13]=[CH:14][CH:15]=[CH:16][CH:17]=1)[C:4]12[CH2:5][CH2:6][N+:1]([CH2:25][CH2:26][C:27]3[CH:32]=[CH:31][CH:30]=[CH:29][CH:28]=3)([CH2:2][CH2:3]1)[CH2:8][CH2:7]2)#[N:11]. Given the reactants [N:1]12[CH2:8][CH2:7][C:4]([C:9]([C:18]3[CH:23]=[CH:22][CH:21]=[CH:20][CH:19]=3)([C:12]3[CH:17]=[CH:16][CH:15]=[CH:14][CH:13]=3)[C:10]#[N:11])([CH2:5][CH2:6]1)[CH2:3][CH2:2]2.[Br:24][CH2:25][CH2:26][C:27]1[CH:32]=[CH:31][CH:30]=[CH:29][CH:28]=1, predict the reaction product. (7) Given the reactants C([C:3]1[N:8]=[CH:7][CH:6]=[CH:5][N:4]=1)#N.[CH3:9][Mg]Br.C(Cl)(Cl)Cl.[CH3:16][OH:17], predict the reaction product. The product is: [N:4]1[CH:5]=[CH:6][CH:7]=[N:8][C:3]=1[C:16](=[O:17])[CH3:9]. (8) Given the reactants FC(F)(F)S([O-])(=O)=O.[Yb+3].FC(F)(F)S([O-])(=O)=O.FC(F)(F)S([O-])(=O)=O.[Si:26]([O:33][CH2:34][CH2:35][CH2:36][NH:37][C:38]1[CH:43]=[CH:42][C:41]([NH2:44])=[CH:40][CH:39]=1)([C:29]([CH3:32])([CH3:31])[CH3:30])([CH3:28])[CH3:27].[Cl:45][C:46]1[S:50][C:49]([C:51]([NH:53][CH2:54][C@H:55]2[CH2:57][O:56]2)=[O:52])=[CH:48][CH:47]=1, predict the reaction product. The product is: [Si:26]([O:33][CH2:34][CH2:35][CH2:36][NH:37][C:38]1[CH:39]=[CH:40][C:41]([NH:44][CH2:57][C@@H:55]([OH:56])[CH2:54][NH:53][C:51]([C:49]2[S:50][C:46]([Cl:45])=[CH:47][CH:48]=2)=[O:52])=[CH:42][CH:43]=1)([C:29]([CH3:31])([CH3:32])[CH3:30])([CH3:28])[CH3:27]. (9) Given the reactants F[C:2]1[CH:3]=[C:4]([C:11]2[N:15]([CH3:16])[C:14]([CH3:17])=[N:13][CH:12]=2)[CH:5]=[C:6]([N+:8]([O-:10])=[O:9])[CH:7]=1.[CH3:18][O-:19].[Na+].O, predict the reaction product. The product is: [CH3:18][O:19][C:2]1[CH:7]=[C:6]([N+:8]([O-:10])=[O:9])[CH:5]=[C:4]([C:11]2[N:15]([CH3:16])[C:14]([CH3:17])=[N:13][CH:12]=2)[CH:3]=1.